Dataset: Forward reaction prediction with 1.9M reactions from USPTO patents (1976-2016). Task: Predict the product of the given reaction. (1) Given the reactants O=[C:2]([CH2:8][CH3:9])[CH2:3][C:4]([O:6][CH3:7])=[O:5].C([O-])(=O)C.[NH4+:14], predict the reaction product. The product is: [NH2:14]/[C:2](/[CH2:8][CH3:9])=[CH:3]\[C:4]([O:6][CH3:7])=[O:5]. (2) Given the reactants [Cl:1][C:2]1[CH:7]=[CH:6][C:5]([C:8]2[CH:13]=[C:12]([CH:14]3[CH2:16][CH2:15]3)[N:11]3[N:17]=[CH:18][C:19]([C:20]([OH:22])=O)=[C:10]3[N:9]=2)=[CH:4][CH:3]=1.[NH2:23][C:24]1[CH:25]=[C:26]([S:30]([N:33]2[CH2:37][CH2:36][CH2:35][C@H:34]2[CH2:38][OH:39])(=[O:32])=[O:31])[CH:27]=[CH:28][CH:29]=1, predict the reaction product. The product is: [OH:39][CH2:38][C@@H:34]1[CH2:35][CH2:36][CH2:37][N:33]1[S:30]([C:26]1[CH:25]=[C:24]([NH:23][C:20]([C:19]2[CH:18]=[N:17][N:11]3[C:12]([CH:14]4[CH2:15][CH2:16]4)=[CH:13][C:8]([C:5]4[CH:6]=[CH:7][C:2]([Cl:1])=[CH:3][CH:4]=4)=[N:9][C:10]=23)=[O:22])[CH:29]=[CH:28][CH:27]=1)(=[O:32])=[O:31]. (3) Given the reactants [H-].[Na+].[C:3]([C:5]1[CH:10]=[CH:9][N:8]2[N:11]=[CH:12][C:13]([C:14]3[N:19]=[C:18]([NH:20][C@@H:21]4[CH2:26][CH2:25][CH2:24][N:23](C(OC(C)(C)C)=O)[CH2:22]4)[CH:17]=[CH:16][N:15]=3)=[C:7]2[CH:6]=1)#[N:4].[CH3:34]I, predict the reaction product. The product is: [CH3:34][N:20]([C@@H:21]1[CH2:26][CH2:25][CH2:24][NH:23][CH2:22]1)[C:18]1[CH:17]=[CH:16][N:15]=[C:14]([C:13]2[CH:12]=[N:11][N:8]3[CH:9]=[CH:10][C:5]([C:3]#[N:4])=[CH:6][C:7]=23)[N:19]=1. (4) The product is: [CH:15]1([N:9]2[C:10]([C:11]([F:12])([F:13])[F:14])=[C:6]([C:4]([OH:5])=[O:3])[CH:7]=[N:8]2)[CH2:16][CH2:17][CH2:18]1. Given the reactants C([O:3][C:4]([C:6]1[CH:7]=[N:8][N:9]([CH:15]2[CH2:18][CH2:17][CH2:16]2)[C:10]=1[C:11]([F:14])([F:13])[F:12])=[O:5])C.[Li+].[OH-], predict the reaction product. (5) Given the reactants [S:1](=[O:39])(=[O:38])([O:3][CH2:4][CH2:5][C@@H:6]1[CH2:10][C@@H:9]([N:11]2[C:15]3[N:16]=[CH:17][N:18]=[C:19]([NH:20][C@@H:21]4[C:29]5[C:24](=[CH:25][CH:26]=[CH:27][CH:28]=5)[CH2:23][CH2:22]4)[C:14]=3[CH:13]=[CH:12]2)[CH2:8][C@@H:7]1[O:30][Si](C(C)(C)C)(C)C)[NH2:2].N1C=CC=CC=1.O1CCCC1.F.N1C=CC=CC=1, predict the reaction product. The product is: [S:1](=[O:39])(=[O:38])([O:3][CH2:4][CH2:5][C@@H:6]1[CH2:10][C@@H:9]([N:11]2[C:15]3[N:16]=[CH:17][N:18]=[C:19]([NH:20][C@@H:21]4[C:29]5[C:24](=[CH:25][CH:26]=[CH:27][CH:28]=5)[CH2:23][CH2:22]4)[C:14]=3[CH:13]=[CH:12]2)[CH2:8][C@@H:7]1[OH:30])[NH2:2].